The task is: Predict the reactants needed to synthesize the given product.. This data is from Full USPTO retrosynthesis dataset with 1.9M reactions from patents (1976-2016). (1) Given the product [CH:28]1([CH2:27][O:26][C:10]2[CH:11]=[C:12]([CH2:13][NH:14][C:15]3[CH:20]=[C:19]([CH3:22])[N:18]=[C:17]([CH3:23])[N:16]=3)[CH:24]=[CH:25][C:9]=2[OH:8])[CH2:30][CH2:29]1, predict the reactants needed to synthesize it. The reactants are: C([O:8][C:9]1[CH:25]=[CH:24][C:12]([CH2:13][NH:14][C:15]2[C:20](Cl)=[C:19]([CH3:22])[N:18]=[C:17]([CH3:23])[N:16]=2)=[CH:11][C:10]=1[O:26][CH2:27][CH:28]1[CH2:30][CH2:29]1)C1C=CC=CC=1.[H][H]. (2) Given the product [CH2:1]([NH:8][CH2:9][CH:10]([C:12]1[CH:17]=[CH:16][C:15]([OH:18])=[CH:14][CH:13]=1)[CH3:11])[C:2]1[CH:3]=[CH:4][CH:5]=[CH:6][CH:7]=1, predict the reactants needed to synthesize it. The reactants are: [CH2:1]([NH:8][C:9](=O)[CH:10]([C:12]1[CH:17]=[CH:16][C:15]([OH:18])=[CH:14][CH:13]=1)[CH3:11])[C:2]1[CH:7]=[CH:6][CH:5]=[CH:4][CH:3]=1.B.O1CCCC1.O.[OH-].[Na+]. (3) Given the product [CH2:1]([O:3][CH:4]([O:6][CH2:7][CH2:8][C:9]#[C:10][C:17]([O:19][CH2:20][C:21]1[CH:26]=[CH:25][CH:24]=[CH:23][CH:22]=1)=[O:18])[CH3:5])[CH3:2], predict the reactants needed to synthesize it. The reactants are: [CH2:1]([O:3][CH:4]([O:6][CH2:7][CH2:8][C:9]#[CH:10])[CH3:5])[CH3:2].C([Li])CCC.Cl[C:17]([O:19][CH2:20][C:21]1[CH:26]=[CH:25][CH:24]=[CH:23][CH:22]=1)=[O:18].